This data is from NCI-60 drug combinations with 297,098 pairs across 59 cell lines. The task is: Regression. Given two drug SMILES strings and cell line genomic features, predict the synergy score measuring deviation from expected non-interaction effect. (1) Drug 1: C1CC(C1)(C(=O)O)C(=O)O.[NH2-].[NH2-].[Pt+2]. Drug 2: C1CC(=O)NC(=O)C1N2C(=O)C3=CC=CC=C3C2=O. Cell line: KM12. Synergy scores: CSS=3.13, Synergy_ZIP=-3.84, Synergy_Bliss=-2.65, Synergy_Loewe=-1.18, Synergy_HSA=-1.93. (2) Drug 1: CC(C)NC(=O)C1=CC=C(C=C1)CNNC.Cl. Drug 2: C1C(C(OC1N2C=NC(=NC2=O)N)CO)O. Cell line: NCI-H322M. Synergy scores: CSS=9.49, Synergy_ZIP=-3.58, Synergy_Bliss=-2.52, Synergy_Loewe=4.29, Synergy_HSA=1.12. (3) Synergy scores: CSS=18.8, Synergy_ZIP=0.293, Synergy_Bliss=-0.636, Synergy_Loewe=-3.56, Synergy_HSA=2.13. Drug 1: CC1=C(C=C(C=C1)C(=O)NC2=CC(=CC(=C2)C(F)(F)F)N3C=C(N=C3)C)NC4=NC=CC(=N4)C5=CN=CC=C5. Cell line: NCI/ADR-RES. Drug 2: C#CCC(CC1=CN=C2C(=N1)C(=NC(=N2)N)N)C3=CC=C(C=C3)C(=O)NC(CCC(=O)O)C(=O)O. (4) Drug 1: CC1OCC2C(O1)C(C(C(O2)OC3C4COC(=O)C4C(C5=CC6=C(C=C35)OCO6)C7=CC(=C(C(=C7)OC)O)OC)O)O. Drug 2: C(CC(=O)O)C(=O)CN.Cl. Cell line: HS 578T. Synergy scores: CSS=29.8, Synergy_ZIP=-3.91, Synergy_Bliss=2.96, Synergy_Loewe=5.34, Synergy_HSA=6.86. (5) Drug 1: C1CC(=O)NC(=O)C1N2CC3=C(C2=O)C=CC=C3N. Drug 2: CC(C)(C#N)C1=CC(=CC(=C1)CN2C=NC=N2)C(C)(C)C#N. Cell line: SK-OV-3. Synergy scores: CSS=1.07, Synergy_ZIP=-2.31, Synergy_Bliss=-4.04, Synergy_Loewe=-2.56, Synergy_HSA=-2.61.